The task is: Predict the reaction yield, written as a fraction of the theoretical maximum amount of product (1.0 means a 100% yield; for example, 0.34 means a 34% yield).. This data is from Reaction yield outcomes from USPTO patents with 853,638 reactions. The reactants are [N:1]([C:4]1[C:19]([O:20]CC2C=CC=CC=2)=[CH:18][C:7]([C:8]([O:10]CC2C=CC=CC=2)=[O:9])=[C:6]([NH:28][C:29]2[CH:34]=[CH:33][CH:32]=[CH:31][C:30]=2[F:35])[C:5]=1[F:36])=[N+]=[N-].[H][H]. The catalyst is CO.[Pd]. The product is [NH2:1][C:4]1[C:19]([OH:20])=[CH:18][C:7]([C:8]([OH:10])=[O:9])=[C:6]([NH:28][C:29]2[CH:34]=[CH:33][CH:32]=[CH:31][C:30]=2[F:35])[C:5]=1[F:36]. The yield is 0.900.